Task: Predict which catalyst facilitates the given reaction.. Dataset: Catalyst prediction with 721,799 reactions and 888 catalyst types from USPTO (1) Reactant: [OH:1][NH:2][C:3](=[NH:22])[C:4]1[C:14]2[O:13][CH2:12][CH2:11][N:10]([C:15]([O:17][C:18]([CH3:21])([CH3:20])[CH3:19])=[O:16])[CH2:9][C:8]=2[CH:7]=[CH:6][CH:5]=1.C(N(CC)CC)C.[Cl:30][C:31]1[CH:32]=[C:33]([CH:37]=[CH:38][C:39]=1[O:40][CH:41]([CH3:43])[CH3:42])[C:34](Cl)=O.O. Product: [Cl:30][C:31]1[CH:32]=[C:33]([C:34]2[O:1][N:2]=[C:3]([C:4]3[C:14]4[O:13][CH2:12][CH2:11][N:10]([C:15]([O:17][C:18]([CH3:19])([CH3:21])[CH3:20])=[O:16])[CH2:9][C:8]=4[CH:7]=[CH:6][CH:5]=3)[N:22]=2)[CH:37]=[CH:38][C:39]=1[O:40][CH:41]([CH3:42])[CH3:43]. The catalyst class is: 9. (2) Reactant: [N+](C1C=CC(C([O:10][C@@H:11]2[CH2:16][CH2:15][C@@H:14]([CH3:17])[N:13]([C:18]([C:20]3[CH:25]=[CH:24][CH:23]=[CH:22][C:21]=3[N:26]3[N:30]=[CH:29][CH:28]=[N:27]3)=[O:19])[CH2:12]2)=O)=CC=1)([O-])=O.CO.[OH-].[Na+]. Product: [OH:10][C@H:11]1[CH2:12][N:13]([C:18]([C:20]2[CH:25]=[CH:24][CH:23]=[CH:22][C:21]=2[N:26]2[N:30]=[CH:29][CH:28]=[N:27]2)=[O:19])[C@H:14]([CH3:17])[CH2:15][CH2:16]1. The catalyst class is: 1.